Dataset: Full USPTO retrosynthesis dataset with 1.9M reactions from patents (1976-2016). Task: Predict the reactants needed to synthesize the given product. (1) Given the product [CH3:16][N:15]1[C:14]2[CH:17]=[CH:18][CH:19]=[CH:20][C:13]=2[N:12]=[C:11]1[CH2:10][CH2:9][NH:8][C:7]([C:6]1[N:2]([CH3:1])[N:3]=[CH:4][C:5]=1[C:22]([N:25]1[CH2:29][CH2:28][CH2:27][CH2:26]1)=[O:23])=[O:21], predict the reactants needed to synthesize it. The reactants are: [CH3:1][N:2]1[C:6]([C:7](=[O:21])[NH:8][CH2:9][CH2:10][C:11]2[N:15]([CH3:16])[C:14]3[CH:17]=[CH:18][CH:19]=[CH:20][C:13]=3[N:12]=2)=[C:5]([C:22](O)=[O:23])[CH:4]=[N:3]1.[NH:25]1[CH2:29][CH2:28][CH2:27][CH2:26]1. (2) The reactants are: [C:12]([O:11][C:9](O[C:9]([O:11][C:12]([CH3:15])([CH3:14])[CH3:13])=[O:10])=[O:10])([CH3:15])([CH3:14])[CH3:13].[NH2:16][CH2:17][CH2:18][CH2:19][CH2:20][CH2:21][CH2:22][CH2:23][CH2:24][CH2:25][CH:26]=[CH2:27]. Given the product [C:12]([O:11][C:9]([NH:16][CH2:17][CH2:18][CH2:19][CH2:20][CH2:21][CH2:22][CH2:23][CH2:24][CH2:25][CH:26]=[CH2:27])=[O:10])([CH3:13])([CH3:14])[CH3:15], predict the reactants needed to synthesize it.